Predict which catalyst facilitates the given reaction. From a dataset of Catalyst prediction with 721,799 reactions and 888 catalyst types from USPTO. (1) Reactant: [C:1]1([C:7]2[O:11][N:10]=[C:9]([C:12]([NH:14][CH2:15][CH2:16][CH2:17][CH2:18][C:19]([O:21]C)=[O:20])=[O:13])[CH:8]=2)[CH:6]=[CH:5][CH:4]=[CH:3][CH:2]=1.[OH-].[Li+]. Product: [C:1]1([C:7]2[O:11][N:10]=[C:9]([C:12]([NH:14][CH2:15][CH2:16][CH2:17][CH2:18][C:19]([OH:21])=[O:20])=[O:13])[CH:8]=2)[CH:2]=[CH:3][CH:4]=[CH:5][CH:6]=1. The catalyst class is: 20. (2) The catalyst class is: 5. Reactant: [CH3:1][C:2]1[N:7]=[C:6]([S:8][CH2:9][C:10]2[CH:11]=[N:12][CH:13]=[CH:14][C:15]=2[C:16]([F:19])([F:18])[F:17])[N:5]=[C:4]([OH:20])[CH:3]=1.[ClH:21].O1CCOCC1. Product: [ClH:21].[CH3:1][C:2]1[N:7]=[C:6]([S:8][CH2:9][C:10]2[CH:11]=[N:12][CH:13]=[CH:14][C:15]=2[C:16]([F:19])([F:18])[F:17])[N:5]=[C:4]([OH:20])[CH:3]=1. (3) Reactant: C(=O)([O-])[O-].[K+].[K+].Cl.[CH3:8][O:9][C:10](=[O:23])[C@@H:11]([CH2:13][C:14]1[CH:19]=[CH:18][C:17]([CH3:20])=[C:16]([O:21][CH3:22])[CH:15]=1)[NH2:12].ClCCl.[Cl:27][CH2:28][C:29](Cl)=[O:30]. Product: [CH3:8][O:9][C:10](=[O:23])[C@H:11]([NH:12][C:29](=[O:30])[CH2:28][Cl:27])[CH2:13][C:14]1[CH:19]=[CH:18][C:17]([CH3:20])=[C:16]([O:21][CH3:22])[CH:15]=1. The catalyst class is: 6. (4) Reactant: C(N(C(C)C)CC)(C)C.[Cl:10][C:11]1[CH:19]=[CH:18][C:14]([C:15]([OH:17])=O)=[CH:13][C:12]=1[NH:20][C:21]([C:23]1[C:34](=[O:35])[NH:33][C:26]2[N:27]=[C:28]([O:31][CH3:32])[N:29]=[CH:30][C:25]=2[CH:24]=1)=[O:22].CN(C(ON1N=NC2C=CC=NC1=2)=[N+](C)C)C.F[P-](F)(F)(F)(F)F.[F:60][C:61]([F:71])([F:70])[C:62]1[CH:63]=[C:64]([CH:67]=[CH:68][CH:69]=1)[CH2:65][NH2:66]. Product: [Cl:10][C:11]1[CH:19]=[CH:18][C:14]([C:15](=[O:17])[NH:66][CH2:65][C:64]2[CH:67]=[CH:68][CH:69]=[C:62]([C:61]([F:60])([F:70])[F:71])[CH:63]=2)=[CH:13][C:12]=1[NH:20][C:21]([C:23]1[C:34](=[O:35])[NH:33][C:26]2[N:27]=[C:28]([O:31][CH3:32])[N:29]=[CH:30][C:25]=2[CH:24]=1)=[O:22]. The catalyst class is: 3. (5) Reactant: [NH:1]1[C:5](/[CH:6]=[CH:7]/[C:8]([OH:10])=O)=[CH:4][N:3]=[CH:2]1.CN(C(ON1N=NC2C=CC=NC1=2)=[N+](C)C)C.F[P-](F)(F)(F)(F)F.Cl.[CH3:36][O:37][C:38]1[C:43]2[NH:44][C:45]([C:47]3[S:48][CH:49]=[CH:50][CH:51]=3)=[N:46][C:42]=2[C:41]([NH2:52])=[CH:40][CH:39]=1.CCN(C(C)C)C(C)C. Product: [NH:1]1[C:5](/[CH:6]=[CH:7]/[C:8]([NH:52][C:41]2[C:42]3[N:46]=[C:45]([C:47]4[S:48][CH:49]=[CH:50][CH:51]=4)[NH:44][C:43]=3[C:38]([O:37][CH3:36])=[CH:39][CH:40]=2)=[O:10])=[CH:4][N:3]=[CH:2]1. The catalyst class is: 20. (6) The catalyst class is: 877. Reactant: [NH2:1][C:2]1[C:3]([NH:8][C:9]2[CH:14]=[CH:13][C:12]([OH:15])=[CH:11][CH:10]=2)=[N:4][CH:5]=[CH:6][CH:7]=1.[CH3:16][O:17][C:18]1[CH:23]=[CH:22][C:21]([S:24](Cl)(=[O:26])=[O:25])=[CH:20][CH:19]=1. Product: [OH:15][C:12]1[CH:13]=[CH:14][C:9]([NH:8][C:3]2[C:2]([NH:1][S:24]([C:21]3[CH:20]=[CH:19][C:18]([O:17][CH3:16])=[CH:23][CH:22]=3)(=[O:26])=[O:25])=[CH:7][CH:6]=[CH:5][N:4]=2)=[CH:10][CH:11]=1.